Dataset: Reaction yield outcomes from USPTO patents with 853,638 reactions. Task: Predict the reaction yield, written as a fraction of the theoretical maximum amount of product (1.0 means a 100% yield; for example, 0.34 means a 34% yield). (1) The reactants are [CH2:1]([SiH:5]([CH2:7][CH:8]([CH3:10])[CH3:9])Cl)[CH:2]([CH3:4])[CH3:3].[F:11][C:12]([F:18])([F:17])[S:13]([OH:16])(=[O:15])=[O:14].Cl. No catalyst specified. The product is [F:11][C:12]([F:18])([F:17])[S:13]([O:16][Si:5]([O:16][S:13]([C:12]([F:18])([F:17])[F:11])(=[O:15])=[O:14])([CH2:7][CH:8]([CH3:10])[CH3:9])[CH2:1][CH:2]([CH3:4])[CH3:3])(=[O:15])=[O:14]. The yield is 0.730. (2) The reactants are [F:1][C:2]1[CH:3]=[CH:4][C:5]([OH:24])=[C:6]([C:8]2(O)[C:16]3[C:11](=[CH:12][CH:13]=[CH:14][CH:15]=3)[N:10]([CH2:17][CH2:18][CH2:19][CH2:20][CH3:21])[C:9]2=[O:22])[CH:7]=1.FC(F)(F)C(O)=O.C([SiH](CC)CC)C. The catalyst is ClCCl. The product is [F:1][C:2]1[CH:3]=[CH:4][C:5]([OH:24])=[C:6]([CH:8]2[C:16]3[C:11](=[CH:12][CH:13]=[CH:14][CH:15]=3)[N:10]([CH2:17][CH2:18][CH2:19][CH2:20][CH3:21])[C:9]2=[O:22])[CH:7]=1. The yield is 0.910. (3) The reactants are Br[C:2]1[CH:3]=[CH:4][C:5]([O:8][CH2:9][CH:10]2[CH2:15][CH2:14][N:13]([CH2:16][C:17]([F:20])([CH3:19])[CH3:18])[CH2:12][CH2:11]2)=[N:6][CH:7]=1.[CH3:21][O:22][C:23]([C:25]1[CH:30]=[CH:29][C:28](B(O)O)=[CH:27][CH:26]=1)=[O:24].O.C([O-])([O-])=O.[Cs+].[Cs+]. The catalyst is O1CCOCC1. The product is [F:20][C:17]([CH3:19])([CH3:18])[CH2:16][N:13]1[CH2:14][CH2:15][CH:10]([CH2:9][O:8][C:5]2[N:6]=[CH:7][C:2]([C:28]3[CH:29]=[CH:30][C:25]([C:23]([O:22][CH3:21])=[O:24])=[CH:26][CH:27]=3)=[CH:3][CH:4]=2)[CH2:11][CH2:12]1. The yield is 0.670.